The task is: Predict the reaction yield, written as a fraction of the theoretical maximum amount of product (1.0 means a 100% yield; for example, 0.34 means a 34% yield).. This data is from Reaction yield outcomes from USPTO patents with 853,638 reactions. (1) The reactants are [F:1][C:2]1[CH:7]=[CH:6][C:5]([OH:8])=[CH:4][C:3]=1[CH3:9].C(=O)([O-])[O-].[Cs+].[Cs+].Br[C:17]1[CH:18]=[C:19]([N:23]([CH2:31][C:32]2[CH:37]=[CH:36][CH:35]=[C:34]([O:38][C:39]([F:42])([F:41])[F:40])[CH:33]=2)[CH2:24][C@@H:25]([OH:30])[C:26]([F:29])([F:28])[F:27])[CH:20]=[CH:21][CH:22]=1.C1(C(O)=O)C2C(=CC=CC=2)C=CC=1. The catalyst is CN(C)C(=O)C.C1(C)C=CC=CC=1. The product is [F:1][C:2]1[CH:7]=[CH:6][C:5]([O:8][C:21]2[CH:20]=[C:19]([N:23]([CH2:31][C:32]3[CH:37]=[CH:36][CH:35]=[C:34]([O:38][C:39]([F:40])([F:41])[F:42])[CH:33]=3)[CH2:24][C@@H:25]([OH:30])[C:26]([F:27])([F:28])[F:29])[CH:18]=[CH:17][CH:22]=2)=[CH:4][C:3]=1[CH3:9]. The yield is 0.230. (2) The reactants are C(Cl)(=O)C(Cl)=[O:3].C([O:10][C:11]1[CH:16]=[C:15]([CH2:17][NH:18]/[CH:19]=[C:20]2\[C:21](=[O:32])[NH:22][C:23](=[O:31])[C:24]3[C:29]\2=[CH:28][C:27]([I:30])=[CH:26][CH:25]=3)[CH:14]=[CH:13][C:12]=1[NH:33][C:34](=[O:36])[CH3:35])(=O)C.[CH3:37][N:38]([CH3:42])[C:39](=O)[CH3:40]. The catalyst is ClCCl. The product is [OH-:3].[NH4+:18].[CH3:37][N:38]([CH3:42])[CH2:39]/[CH:40]=[CH:35]/[C:34]([NH:33][C:12]1[CH:13]=[CH:14][C:15]([CH2:17][NH:18]/[CH:19]=[C:20]2\[C:21](=[O:32])[NH:22][C:23](=[O:31])[C:24]3[C:29]\2=[CH:28][C:27]([I:30])=[CH:26][CH:25]=3)=[CH:16][C:11]=1[OH:10])=[O:36]. The yield is 0.0150. (3) The reactants are C([O-])([O-])=O.[K+].[K+].[C:7]1([C:13]2[O:17][N:16]=[C:15]([CH2:18]OS(C)(=O)=O)[CH:14]=2)[CH:12]=[CH:11][CH:10]=[CH:9][CH:8]=1.Cl.[NH2:25][CH2:26][C:27]([N:29]1[CH2:34][CH2:33][N:32]([C:35](=[O:46])[C:36]2[CH:41]=[CH:40][CH:39]=[CH:38][C:37]=2[C:42]([F:45])([F:44])[F:43])[CH2:31][CH2:30]1)=[O:28].O. The catalyst is CN(C=O)C. The product is [C:7]1([C:13]2[O:17][N:16]=[C:15]([CH2:18][NH:25][CH2:26][C:27]([N:29]3[CH2:30][CH2:31][N:32]([C:35](=[O:46])[C:36]4[CH:41]=[CH:40][CH:39]=[CH:38][C:37]=4[C:42]([F:45])([F:43])[F:44])[CH2:33][CH2:34]3)=[O:28])[CH:14]=2)[CH:8]=[CH:9][CH:10]=[CH:11][CH:12]=1. The yield is 0.0920. (4) The reactants are [CH:1]([C:4]1[C:8]([CH2:9][CH2:10][CH2:11][OH:12])=[CH:7][N:6]([C:13]2[CH:18]=[CH:17][C:16]([C:19]([F:22])([F:21])[F:20])=[CH:15][N:14]=2)[N:5]=1)([CH3:3])[CH3:2].O[C:24]1[CH:25]=[C:26]([CH:35]=[CH:36][CH:37]=1)[O:27][C:28]([CH3:34])([CH3:33])[C:29]([O:31]C)=[O:30].C(P(CCCC)CCCC)CCC.N(C(N1CCCCC1)=O)=NC(N1CCCCC1)=O. The catalyst is O1CCCC1. The product is [CH:1]([C:4]1[C:8]([CH2:9][CH2:10][CH2:11][O:12][C:24]2[CH:25]=[C:26]([CH:35]=[CH:36][CH:37]=2)[O:27][C:28]([CH3:34])([CH3:33])[C:29]([OH:31])=[O:30])=[CH:7][N:6]([C:13]2[CH:18]=[CH:17][C:16]([C:19]([F:21])([F:20])[F:22])=[CH:15][N:14]=2)[N:5]=1)([CH3:3])[CH3:2]. The yield is 0.700. (5) The reactants are Cl.[Cl:2][C:3]1[CH:4]=[C:5]2[C:11]([C:12]3[N:17]=[C:16]([NH:18][C@H:19]4[CH2:23][CH2:22][NH:21][CH2:20]4)[C:15]([F:24])=[CH:14][N:13]=3)=[CH:10][N:9](S(C3C=CC(C)=CC=3)(=O)=O)[C:6]2=[N:7][CH:8]=1.ClC1C=C2C(C3N=C(N[C@H]4CCNC4)C(F)=CN=3)=CN([S:58]([C:61]3C=CC(C)=CC=3)(=[O:60])=[O:59])C2=NC=1.CCN(C(C)C)C(C)C.CS(Cl)(=O)=O.N1CCOCC1. The catalyst is C1COCC1. The product is [Cl:2][C:3]1[CH:4]=[C:5]2[C:11]([C:12]3[N:17]=[C:16]([NH:18][C@H:19]4[CH2:23][CH2:22][N:21]([S:58]([CH3:61])(=[O:60])=[O:59])[CH2:20]4)[C:15]([F:24])=[CH:14][N:13]=3)=[CH:10][NH:9][C:6]2=[N:7][CH:8]=1. The yield is 0.370. (6) The catalyst is Cl[Pd](Cl)([P](C1C=CC=CC=1)(C1C=CC=CC=1)C1C=CC=CC=1)[P](C1C=CC=CC=1)(C1C=CC=CC=1)C1C=CC=CC=1.[Cu]I.C(Cl)(Cl)Cl. The product is [CH3:4][Si:3]([C:1]#[C:2][C:8]1[CH:13]=[CH:12][C:11]([CH:14]([NH:16][CH:17]2[CH2:19][CH2:18]2)[CH3:15])=[CH:10][CH:9]=1)([CH3:6])[CH3:5]. The yield is 0.660. The reactants are [C:1]([Si:3]([CH3:6])([CH3:5])[CH3:4])#[CH:2].I[C:8]1[CH:13]=[CH:12][C:11]([CH:14]([NH:16][CH:17]2[CH2:19][CH2:18]2)[CH3:15])=[CH:10][CH:9]=1. (7) The reactants are [CH2:1]([S:3]([C:6]1[CH:7]=[CH:8][C:9]([NH:23][C@@H:24]([C:26]2[CH:31]=[CH:30][CH:29]=[CH:28][CH:27]=2)[CH3:25])=[C:10]([C:12]2[C:13]3[CH:22]=[CH:21][NH:20][C:14]=3[C:15](=[O:19])[N:16]([CH3:18])[CH:17]=2)[CH:11]=1)(=[O:5])=[O:4])[CH3:2].C=O.[C:34](=O)(O)[O-].[Na+].C(OCC)(=O)C. The catalyst is O1CCCC1.[Ti](Cl)(Cl)(Cl)Cl. The product is [CH2:1]([S:3]([C:6]1[CH:7]=[CH:8][C:9]2[N:23]([C@@H:24]([C:26]3[CH:31]=[CH:30][CH:29]=[CH:28][CH:27]=3)[CH3:25])[CH2:34][C:22]3[C:13]4=[C:14]([C:15](=[O:19])[N:16]([CH3:18])[CH:17]=[C:12]4[C:10]=2[CH:11]=1)[NH:20][CH:21]=3)(=[O:5])=[O:4])[CH3:2]. The yield is 0.760. (8) The reactants are [F:1][C:2]([F:6])([F:5])[CH2:3][OH:4].F[C:8]1[CH:13]=[C:12]([F:14])[CH:11]=[C:10](F)[C:9]=1[N+:16]([O-:18])=[O:17].[OH2:19]. The catalyst is C1(C)C=CC=CC=1. The product is [F:14][C:12]1[CH:13]=[C:8]([O:19][CH2:3][C:2]([F:6])([F:5])[F:1])[C:9]([N+:16]([O-:18])=[O:17])=[C:10]([O:4][CH2:3][C:2]([F:6])([F:5])[F:1])[CH:11]=1. The yield is 0.950.